This data is from Experimentally validated miRNA-target interactions with 360,000+ pairs, plus equal number of negative samples. The task is: Binary Classification. Given a miRNA mature sequence and a target amino acid sequence, predict their likelihood of interaction. (1) The miRNA is hsa-miR-6827-3p with sequence ACCGUCUCUUCUGUUCCCCAG. The protein sequence of the target gene is MASSDGKPGGVFDHHVQTAVCDSRAKYREGRRPRAVKVYTINLESQYLLIQGVPAVGAMKELVERFALYGAIEQYNALDEYPAEDFTEVYLIKFVKLQSARVAKKKMDEQSFFGGLLHVCYAPEFETVEETRKKLQERKAYITRVTKNQDCYMAKKKPVPEQKGTKDSRQGFHPPMPGFGTAALNTSPESPPENSSSCLPYSCEFPLSCFASKSTCSRGEHVDRVSDSCNSARNHGELSRHRDHSAFSPKLQMNTYKNSVPCSSVQEAIATSQAVGRFMPRTTQLQERKRRRDCDRELGT.... Result: 0 (no interaction). (2) The miRNA is hsa-miR-671-5p with sequence AGGAAGCCCUGGAGGGGCUGGAG. The protein sequence of the target gene is MAKRTFSNLETFLIFLLVMMSAITVALLSLLFITSGTIENHKDLGGHFFSTTQSPPATQGSTAAQRSTATQHSTATQSSTATQTSPVPLTPESPLFQNFSGYHIGVGRADCTGQVADINLMGYGKSGQNAQGILTRLYSRAFIMAEPDGSNRTVFVSIDIGMVSQRLRLEVLNRLQSKYGSLYRRDNVILSGTHTHSGPAGYFQYTVFVIASEGFSNQTFQHMVTGILKSIDIAHTNMKPGKIFINKGNVDGVQINRSPYSYLQNPQSERARYSSNTDKEMIVLKMVDLNGDDLGLISWF.... Result: 1 (interaction). (3) Result: 0 (no interaction). The miRNA is hsa-miR-219a-1-3p with sequence AGAGUUGAGUCUGGACGUCCCG. The protein sequence of the target gene is MKIQKKLTGCSRLMLLCLSLELLLEAGAGNIHYSVPEETDKGSFVGNIAKDLGLQPQELADGGVRIVSRGRMPLFALNPRSGSLITARRIDREELCAQSMPCLVSFNILVEDKMKLFPVEVEIIDINDNTPQFQLEELEFKMNEITTPGTRVSLPFGQDLDVGMNSLQSYQLSSNPHFSLDVQQGADGPQHPEMVLQSPLDREEEAVHHLILTASDGGEPVRSGTLRIYIQVVDANDNPPAFTQAQYHINVPENVPLGTQLLMVNATDPDEGANGEVTYSFHNVDHRVAQIFRLDSYTGE.... (4) The miRNA is mmu-miR-598-3p with sequence UACGUCAUCGUCGUCAUCGUUA. The protein sequence of the target gene is MWDLALIFLAAACVFSLGVTLWVICSHFFTVHIPAAVGHPVKLRVLHCIFQLLLTWGMIFEKLRICSMPQFFCFMQDLPPLKYDPDVVVTDFRFGTIPVKLYQPKASTCTLKPGIVYYHGGGGVMGSLKTHHGICSRLCKESDSVVLAVGYRKLPKHKFPVPVRDCLVATIHFLKSLDAYGVDPARVVVCGDSFGGAIAAVVCQQLVDRPDLPRIRAQILIYAILQALDLQTPSFQQRKNIPLLTWSFICYFFFQNLDFSSSWQEVIMKGAHLPAEVWEKYRKWLGPENIPERFKERGYQ.... Result: 0 (no interaction). (5) The miRNA is mmu-miR-568 with sequence AUGUAUAAAUGUAUACACAC. The protein sequence of the target gene is MFPFGPHSPGGDETAGAEEPPPLGGPAAASRPPSPAPRPASPQRGADAASPPPVAGSPRLPGGPAVSPAERAGEFAAPGALELSAATASASQAKLSPSSSPRRRSRPDWRAGGRSRQGLGAGLGGPGARLFGWLRERSLGRGLFVDPARDNFRTMTNLYGSIHPADSVYLSTRTHGAVFNLEYSPDGSVLTVACEQTEVLLFDPISSKHIKTLSEAHEDCVNNIRFLDNRLFATCSDDTTIALWDLRKLNTKVCTLHGHTSWVKNIEYDTNTRLLVTSGFDGNVIIWDTNRCTEDGCPHK.... Result: 1 (interaction).